This data is from Catalyst prediction with 721,799 reactions and 888 catalyst types from USPTO. The task is: Predict which catalyst facilitates the given reaction. (1) Reactant: N(C(N1CCCCC1)=O)=NC(N1CCCCC1)=O.[Cl:19][C:20]1[CH:39]=[CH:38][C:23]([NH:24][C:25]2[C:34]3[C:29](=[CH:30][C:31]([OH:37])=[C:32]([O:35][CH3:36])[CH:33]=3)[N:28]=[CH:27][N:26]=2)=[C:22]([F:40])[CH:21]=1.O[CH2:42][C:43]1[CH:48]=[CH:47][N:46]=[C:45]([N:49]([CH3:51])[CH3:50])[CH:44]=1.C(P(CCCC)CCCC)CCC. Product: [ClH:19].[Cl:19][C:20]1[CH:39]=[CH:38][C:23]([NH:24][C:25]2[C:34]3[C:29](=[CH:30][C:31]([O:37][CH2:42][C:43]4[CH:48]=[CH:47][N:46]=[C:45]([N:49]([CH3:51])[CH3:50])[CH:44]=4)=[C:32]([O:35][CH3:36])[CH:33]=3)[N:28]=[CH:27][N:26]=2)=[C:22]([F:40])[CH:21]=1. The catalyst class is: 2. (2) Reactant: [CH3:1][O:2][C:3]1[CH:4]=[C:5]([C:11]([CH3:18])([CH3:17])[C:12](OCC)=[O:13])[CH:6]=[CH:7][C:8]=1[O:9][CH3:10].O.[NH2:20][NH2:21]. Product: [CH3:1][O:2][C:3]1[CH:4]=[C:5]([C:11]([CH3:18])([CH3:17])[C:12]([NH:20][NH2:21])=[O:13])[CH:6]=[CH:7][C:8]=1[O:9][CH3:10]. The catalyst class is: 5. (3) Reactant: Br[C:2]1[CH:7]=[CH:6][C:5]([CH:8]2[NH:13][C:12](=[O:14])[CH2:11][CH2:10][CH2:9]2)=[CH:4][CH:3]=1.B1(B2OC(C)(C)C(C)(C)O2)OC(C)(C)C(C)(C)O1.C([O-])(=O)C.[K+].[ClH:38].[N:39]12[CH2:46][CH2:45][CH:42]([CH2:43][CH2:44]1)[C@@H:41]([NH:47][C:48]([C:50]1[S:51][C:52]3[C:58](Br)=[CH:57][CH:56]=[CH:55][C:53]=3[CH:54]=1)=[O:49])[CH2:40]2.C(=O)([O-])[O-].[Na+].[Na+]. Product: [ClH:38].[N:39]12[CH2:44][CH2:43][CH:42]([CH2:45][CH2:46]1)[C@@H:41]([NH:47][C:48]([C:50]1[S:51][C:52]3[C:58]([C:2]4[CH:7]=[CH:6][C:5]([CH:8]5[CH2:9][CH2:10][CH2:11][C:12](=[O:14])[NH:13]5)=[CH:4][CH:3]=4)=[CH:57][CH:56]=[CH:55][C:53]=3[CH:54]=1)=[O:49])[CH2:40]2. The catalyst class is: 151. (4) Product: [CH3:23][O:22][C:20](=[O:21])[NH:11][CH2:10][CH:9]([C:5]1[CH:6]=[CH:7][CH:8]=[C:3]([Cl:2])[CH:4]=1)[CH3:12]. Reactant: Cl.[Cl:2][C:3]1[CH:4]=[C:5]([CH2:9][CH2:10][NH2:11])[CH:6]=[CH:7][CH:8]=1.[CH3:12]CN(CC)CC.Cl[C:20]([O:22][CH3:23])=[O:21]. The catalyst class is: 2. (5) Reactant: [CH3:1][O:2][C:3]1[CH:4]=[C:5]([C:9]([C:11]2[C:19]3[C:14](=[C:15]([C:20]([F:23])([F:22])[F:21])[CH:16]=[CH:17][CH:18]=3)[NH:13][N:12]=2)=[O:10])[CH:6]=[CH:7][CH:8]=1.[H-].[Na+].I[CH2:27][CH2:28][CH3:29]. Product: [CH3:1][O:2][C:3]1[CH:4]=[C:5]([C:9]([C:11]2[C:19]3[C:14](=[C:15]([C:20]([F:23])([F:21])[F:22])[CH:16]=[CH:17][CH:18]=3)[N:13]([CH2:27][CH2:28][CH3:29])[N:12]=2)=[O:10])[CH:6]=[CH:7][CH:8]=1. The catalyst class is: 3. (6) Reactant: [Si]([O:8][CH2:9][CH:10]1[CH2:15][CH2:14][N:13]([C:16]([O:18][CH3:19])=[O:17])[CH:12]([CH2:20][CH2:21][C:22]([CH3:25])([CH3:24])[CH3:23])[CH2:11]1)(C(C)(C)C)(C)C.CCCC[N+](CCCC)(CCCC)CCCC.[F-]. Product: [CH3:23][C:22]([CH3:25])([CH3:24])[CH2:21][CH2:20][CH:12]1[CH2:11][CH:10]([CH2:9][OH:8])[CH2:15][CH2:14][N:13]1[C:16]([O:18][CH3:19])=[O:17]. The catalyst class is: 1. (7) Reactant: CC(C[AlH]CC(C)C)C.[CH:10]1([C:13]2[CH:14]=[N:15][C:16]3[C:21]([C:22]=2[C:23](OC)=[O:24])=[CH:20][CH:19]=[CH:18][CH:17]=3)[CH2:12][CH2:11]1.O.[O-]S([O-])(=O)=O.[Na+].[Na+]. Product: [CH:10]1([C:13]2[CH:14]=[N:15][C:16]3[C:21]([C:22]=2[CH2:23][OH:24])=[CH:20][CH:19]=[CH:18][CH:17]=3)[CH2:12][CH2:11]1. The catalyst class is: 61. (8) Reactant: [F:1][CH:2]([F:23])[O:3][C:4]1[C:9]2[O:10][C:11]3[C:12](=[O:17])[NH:13][N:14]=[CH:15][C:16]=3[C:8]=2[C:7]([C:18]([O:20][CH2:21][CH3:22])=[O:19])=[CH:6][CH:5]=1.[H-].[Na+].[CH2:26](Br)[CH3:27].Cl. Product: [F:23][CH:2]([F:1])[O:3][C:4]1[C:9]2[O:10][C:11]3[C:12](=[O:17])[N:13]([CH2:26][CH3:27])[N:14]=[CH:15][C:16]=3[C:8]=2[C:7]([C:18]([O:20][CH2:21][CH3:22])=[O:19])=[CH:6][CH:5]=1. The catalyst class is: 18. (9) Reactant: F[C:2]1[CH:7]=C[CH:5]=[CH:4][C:3]=1[N+:8]([O-:10])=[O:9].C(=O)([O-])[O-].[K+].[K+].[C:17]([N:20]1[CH2:26][CH2:25][CH2:24][NH:23][CH2:22][CH2:21]1)(=O)[CH3:18]. Product: [CH3:5][C:4]1[CH:18]=[C:17]([N:20]2[CH2:26][CH2:25][CH2:24][NH:23][CH2:22][CH2:21]2)[CH:7]=[CH:2][C:3]=1[N+:8]([O-:10])=[O:9]. The catalyst class is: 6. (10) Reactant: [CH3:1][O:2][C:3]([CH:5]1[C:9]2[CH:10]=[CH:11][CH:12]=[CH:13][C:8]=2[S:7](=[O:15])(=[O:14])[N:6]1CC1C=CC(OC)=CC=1)=[O:4]. Product: [CH3:1][O:2][C:3]([C:5]1[C:9]2[CH:10]=[CH:11][CH:12]=[CH:13][C:8]=2[S:7](=[O:15])(=[O:14])[N:6]=1)=[O:4]. The catalyst class is: 578.